Predict the reaction yield, written as a fraction of the theoretical maximum amount of product (1.0 means a 100% yield; for example, 0.34 means a 34% yield). From a dataset of Reaction yield outcomes from USPTO patents with 853,638 reactions. (1) The catalyst is CN(C=O)C.O. The yield is 0.540. The product is [CH3:24][CH2:23][O:22][C:20]([CH3:12])=[O:21].[CH3:1][CH2:2][CH2:5][CH2:6][CH2:7][CH3:8]. The reactants are [CH3:1][C:2]([C:5]1C=C[C:8](C2C3C(=CC=CC=3)N[C:12]=2[C:20]([O:22][CH2:23][CH3:24])=[O:21])=[CH:7][CH:6]=1)(C)C.BrCC1C=C(C(F)(F)F)C=C(C(F)(F)F)C=1.C([O-])([O-])=O.[Cs+].[Cs+]. (2) The reactants are Br.C(O)(=O)C.[OH:6][B:7]1[C:11]2[CH:12]=[CH:13][C:14]([O:16][C:17]3[CH:24]=[CH:23][C:20]([C:21]#[N:22])=[C:19]([O:25]C)[N:18]=3)=[CH:15][C:10]=2[CH2:9][O:8]1. The catalyst is O. The product is [OH:25][C:19]1[N:18]=[C:17]([O:16][C:14]2[CH:13]=[CH:12][C:11]3[B:7]([OH:6])[O:8][CH2:9][C:10]=3[CH:15]=2)[CH:24]=[CH:23][C:20]=1[C:21]#[N:22]. The yield is 0.100. (3) The reactants are [CH3:1][C:2]1[CH:7]=[CH:6][C:5]([S:8]([NH:11][CH:12]([C:16]2[CH:21]=[CH:20][CH:19]=[CH:18][CH:17]=2)[C:13](O)=[O:14])(=[O:10])=[O:9])=[CH:4][CH:3]=1.CCN=C=NCCCN(C)C.C1C=CC2[N:41]([OH:42])N=NC=2C=1.CO[C:45]([C:47]1[S:51][C:50]2[CH:52]=[C:53]([NH2:56])[CH:54]=[CH:55][C:49]=2[CH:48]=1)=[O:46].NO. The catalyst is CN(C1C=CN=CC=1)C.CN(C=O)C.CCOC(C)=O.CC(N(C)C)=O. The product is [OH:42][NH:41][C:45]([C:47]1[S:51][C:50]2[CH:52]=[C:53]([NH:56][C:13](=[O:14])[CH:12]([NH:11][S:8]([C:5]3[CH:6]=[CH:7][C:2]([CH3:1])=[CH:3][CH:4]=3)(=[O:10])=[O:9])[C:16]3[CH:21]=[CH:20][CH:19]=[CH:18][CH:17]=3)[CH:54]=[CH:55][C:49]=2[CH:48]=1)=[O:46]. The yield is 0.643.